Dataset: Reaction yield outcomes from USPTO patents with 853,638 reactions. Task: Predict the reaction yield, written as a fraction of the theoretical maximum amount of product (1.0 means a 100% yield; for example, 0.34 means a 34% yield). The reactants are [C:1]([S:4][CH:5]([CH2:22][CH:23]([CH2:28][CH3:29])[CH2:24][CH2:25][CH2:26][CH3:27])[C:6]([NH:8][C@@H:9]([CH2:17][CH2:18][C:19]([NH2:21])=[O:20])[C:10]([O:12]C(C)(C)C)=[O:11])=[O:7])(=[O:3])[CH3:2].C(C(O)=O)(F)(F)F. The catalyst is C(Cl)Cl. The product is [C:1]([S:4][CH:5]([CH2:22][CH:23]([CH2:28][CH3:29])[CH2:24][CH2:25][CH2:26][CH3:27])[C:6]([NH:8][C@@H:9]([CH2:17][CH2:18][C:19]([NH2:21])=[O:20])[C:10]([OH:12])=[O:11])=[O:7])(=[O:3])[CH3:2]. The yield is 0.960.